Dataset: Reaction yield outcomes from USPTO patents with 853,638 reactions. Task: Predict the reaction yield, written as a fraction of the theoretical maximum amount of product (1.0 means a 100% yield; for example, 0.34 means a 34% yield). (1) The product is [NH2:1][C:2]1[O:3][CH:4]=[C:5]([C:7]([NH:10][C@@H:11]([CH3:27])[CH2:12][N:13]2[CH:17]=[CH:16][C:15]([C:18]3[CH:25]=[CH:24][C:21]([C:22]#[N:23])=[C:20]([Cl:26])[CH:19]=3)=[N:14]2)=[O:9])[N:6]=1. The reactants are [NH2:1][C:2]1[O:3][CH:4]=[C:5]([C:7]([OH:9])=O)[N:6]=1.[NH2:10][C@@H:11]([CH3:27])[CH2:12][N:13]1[CH:17]=[CH:16][C:15]([C:18]2[CH:25]=[CH:24][C:21]([C:22]#[N:23])=[C:20]([Cl:26])[CH:19]=2)=[N:14]1. No catalyst specified. The yield is 0.357. (2) The reactants are [O:1]=[C:2]1[NH:6][C@H:5]([C:7]([O:9][CH3:10])=[O:8])[CH2:4][CH2:3]1.C(N(CC)CC)C.[O:18](C(OC(C)(C)C)=O)[C:19]([O:21][C:22]([CH3:25])([CH3:24])[CH3:23])=O. The catalyst is C(Cl)Cl.CN(C1C=CN=CC=1)C. The product is [O:1]=[C:2]1[N:6]([C:19]([O:21][C:22]([CH3:25])([CH3:24])[CH3:23])=[O:18])[C@H:5]([C:7]([O:9][CH3:10])=[O:8])[CH2:4][CH2:3]1. The yield is 0.960. (3) The reactants are F[P-](F)(F)(F)(F)F.N1(O[P+](N(C)C)(N(C)C)N(C)C)C2C=CC=CC=2N=N1.[Cl:28][C:29]1[CH:30]=[C:31]2[C:35](=[CH:36][CH:37]=1)[NH:34][C:33]([C:38]([OH:40])=O)=[CH:32]2.[NH2:41][C:42]1[CH:47]=[C:46]([S:48]([CH2:51][CH3:52])(=[O:50])=[O:49])[CH:45]=[CH:44][C:43]=1[OH:53].Cl. The catalyst is C1COCC1. The product is [CH2:51]([S:48]([C:46]1[CH:45]=[CH:44][C:43]([OH:53])=[C:42]([NH:41][C:38]([C:33]2[NH:34][C:35]3[C:31]([CH:32]=2)=[CH:30][C:29]([Cl:28])=[CH:37][CH:36]=3)=[O:40])[CH:47]=1)(=[O:50])=[O:49])[CH3:52]. The yield is 0.350. (4) The product is [C:18]([O:26][CH:27]1[C:28]([OH:70])([CH3:69])[CH2:29][CH2:30][CH:31]([OH:63])[CH2:32][C:33]([O:35][CH:36](/[C:41](/[CH3:62])=[CH:42]/[CH:43]=[CH:44]/[CH:45]([CH3:61])[CH2:46][CH:47]2[O:60][CH:48]2[CH:49]([CH3:59])[CH:50]([OH:53])[CH2:51][CH3:52])[CH:37]([CH3:40])[CH:38]=[CH:39]1)=[O:34])(=[O:25])[C:19]1[CH:24]=[CH:23][CH:22]=[CH:21][CH:20]=1. The catalyst is CO. The reactants are C1(C)C=CC(S([O-])(=O)=O)=CC=1.[NH+]1C=CC=CC=1.[C:18]([O:26][CH:27]1[C:28]([O:70]C(OCC)C)([CH3:69])[CH2:29][CH2:30][CH:31]([O:63]C(OCC)C)[CH2:32][C:33]([O:35][CH:36](/[C:41](/[CH3:62])=[CH:42]/[CH:43]=[CH:44]/[CH:45]([CH3:61])[CH2:46][CH:47]2[O:60][CH:48]2[CH:49]([CH3:59])[CH:50]([O:53]C(OCC)C)[CH2:51][CH3:52])[CH:37]([CH3:40])[CH:38]=[CH:39]1)=[O:34])(=[O:25])[C:19]1[CH:24]=[CH:23][CH:22]=[CH:21][CH:20]=1. The yield is 0.740. (5) The reactants are [Br:1][C:2]1[CH:3]=[C:4]2[C:8](=[CH:9][C:10]=1[N+:11]([O-:13])=[O:12])[NH:7][CH2:6][CH2:5]2.C(C1C(=O)C(Cl)=C(Cl)C(=O)C=1C#N)#N. The catalyst is O1CCOCC1. The product is [Br:1][C:2]1[CH:3]=[C:4]2[C:8](=[CH:9][C:10]=1[N+:11]([O-:13])=[O:12])[NH:7][CH:6]=[CH:5]2. The yield is 0.380. (6) The reactants are Br[C:2]1[CH:11]=[CH:10][C:9]2[C:4](=[CH:5][CH:6]=[C:7]([O:12][CH3:13])[CH:8]=2)[CH:3]=1.[CH3:14][O:15][C:16]([C:18]1[CH:19]=[C:20](B(O)O)[CH:21]=[CH:22][CH:23]=1)=[O:17].C(=O)([O-])[O-].[Na+].[Na+]. The catalyst is C1(C)C=CC=CC=1. The product is [CH3:13][O:12][C:7]1[CH:8]=[C:9]2[C:4](=[CH:5][CH:6]=1)[CH:3]=[C:2]([C:22]1[CH:23]=[C:18]([CH:19]=[CH:20][CH:21]=1)[C:16]([O:15][CH3:14])=[O:17])[CH:11]=[CH:10]2. The yield is 0.360.